This data is from Forward reaction prediction with 1.9M reactions from USPTO patents (1976-2016). The task is: Predict the product of the given reaction. Given the reactants Cl.[Cl:2][C:3]1[CH:26]=[CH:25][C:6]([C:7]([NH:9][C:10]2[N:14]([CH:15]3[CH2:20][CH2:19][NH:18][CH2:17][CH2:16]3)[C:13]3[CH:21]=[CH:22][CH:23]=[CH:24][C:12]=3[N:11]=2)=[O:8])=[CH:5][CH:4]=1.[C:27](Cl)(=[O:30])[CH:28]=[CH2:29].C(Cl)Cl.CO, predict the reaction product. The product is: [C:27]([N:18]1[CH2:19][CH2:20][CH:15]([N:14]2[C:13]3[CH:21]=[CH:22][CH:23]=[CH:24][C:12]=3[N:11]=[C:10]2[NH:9][C:7](=[O:8])[C:6]2[CH:5]=[CH:4][C:3]([Cl:2])=[CH:26][CH:25]=2)[CH2:16][CH2:17]1)(=[O:30])[CH:28]=[CH2:29].